Dataset: Reaction yield outcomes from USPTO patents with 853,638 reactions. Task: Predict the reaction yield, written as a fraction of the theoretical maximum amount of product (1.0 means a 100% yield; for example, 0.34 means a 34% yield). The reactants are [CH3:1][O:2][C:3]1[C:8]2[N:9]=[C:10]([NH2:12])[S:11][C:7]=2[C:6]([C:13]2[S:14][CH:15]=[CH:16][CH:17]=2)=[CH:5][CH:4]=1.C([N:20]([CH2:23][CH3:24])[CH2:21][CH3:22])C.[C:25](Cl)(=[O:32])[C:26]1C=CN=C[CH:27]=1.C([O-])(O)=O.[Na+]. The catalyst is CN(C1C=CN=CC=1)C.O1CCOCC1.O. The product is [CH3:1][O:2][C:3]1[C:8]2[N:9]=[C:10]([NH:12][C:25](=[O:32])[C:26]3[CH:22]=[CH:21][N:20]=[C:23]([CH3:24])[CH:27]=3)[S:11][C:7]=2[C:6]([C:13]2[S:14][CH:15]=[CH:16][CH:17]=2)=[CH:5][CH:4]=1. The yield is 0.580.